From a dataset of Forward reaction prediction with 1.9M reactions from USPTO patents (1976-2016). Predict the product of the given reaction. The product is: [Br:1][C:2]1[CH:3]=[CH:4][C:5]([N:11]2[C:15]([CH3:16])=[CH:14][C:13]([C:17]([O:19][CH2:20][CH3:21])=[O:18])=[N:12]2)=[C:6]([C:7]([N:23]2[C@H:24]([CH2:32][OH:33])[CH2:25][C:26]3[C:31](=[CH:30][CH:29]=[CH:28][CH:27]=3)[CH2:22]2)=[O:9])[CH:10]=1. Given the reactants [Br:1][C:2]1[CH:3]=[CH:4][C:5]([N:11]2[C:15]([CH3:16])=[CH:14][C:13]([C:17]([O:19][CH2:20][CH3:21])=[O:18])=[N:12]2)=[C:6]([CH:10]=1)[C:7]([OH:9])=O.[CH2:22]1[C:31]2[C:26](=[CH:27][CH:28]=[CH:29][CH:30]=2)[CH2:25][C@@H:24]([CH2:32][OH:33])[NH:23]1.CN(C(ON1N=NC2C=CC=NC1=2)=[N+](C)C)C.F[P-](F)(F)(F)(F)F.CCN(C(C)C)C(C)C, predict the reaction product.